Dataset: Catalyst prediction with 721,799 reactions and 888 catalyst types from USPTO. Task: Predict which catalyst facilitates the given reaction. Reactant: [F:1][C:2]1[CH:15]=[CH:14][C:5]([CH2:6][C:7]2[C:8]([CH3:13])=[N:9][NH:10][C:11]=2[CH3:12])=[CH:4][CH:3]=1.[H-].[Na+].F[C:19]1[CH:26]=[CH:25][C:22]([C:23]#[N:24])=[CH:21][CH:20]=1.[Cl-].[NH4+]. Product: [F:1][C:2]1[CH:15]=[CH:14][C:5]([CH2:6][C:7]2[C:11]([CH3:12])=[N:10][N:9]([C:19]3[CH:26]=[CH:25][C:22]([C:23]#[N:24])=[CH:21][CH:20]=3)[C:8]=2[CH3:13])=[CH:4][CH:3]=1. The catalyst class is: 3.